From a dataset of Full USPTO retrosynthesis dataset with 1.9M reactions from patents (1976-2016). Predict the reactants needed to synthesize the given product. (1) Given the product [C:8]([C:5]1[CH:4]=[CH:3][C:2]([O:1][CH:16]([CH2:22][CH2:23][CH2:24][CH2:25][CH2:26][CH2:27][CH2:28][CH3:29])[C:17]([O:19][CH2:20][CH3:21])=[O:18])=[CH:7][CH:6]=1)(=[O:14])[CH2:9][CH2:10][CH2:11][CH2:12][CH3:13], predict the reactants needed to synthesize it. The reactants are: [OH:1][C:2]1[CH:7]=[CH:6][C:5]([C:8](=[O:14])[CH2:9][CH2:10][CH2:11][CH2:12][CH3:13])=[CH:4][CH:3]=1.Br[CH:16]([CH2:22][CH2:23][CH2:24][CH2:25][CH2:26][CH2:27][CH2:28][CH3:29])[C:17]([O:19][CH2:20][CH3:21])=[O:18]. (2) Given the product [NH2:32][C:28]1([C:25]2[CH:24]=[CH:23][C:22]([C:13]3[C:14]([C:16]4[CH:17]=[CH:18][CH:19]=[CH:20][CH:21]=4)=[CH:15][C:6]4[N:5]([CH:1]5[CH2:4][CH2:3][CH2:2]5)[C:10](=[O:11])[CH2:9][O:8][C:7]=4[N:12]=3)=[CH:27][CH:26]=2)[CH2:29][CH2:30][CH2:31]1, predict the reactants needed to synthesize it. The reactants are: [CH:1]1([N:5]2[C:10](=[O:11])[CH2:9][O:8][C:7]3[N:12]=[C:13]([C:22]4[CH:27]=[CH:26][C:25]([C:28]5([NH:32]C(=O)OC(C)(C)C)[CH2:31][CH2:30][CH2:29]5)=[CH:24][CH:23]=4)[C:14]([C:16]4[CH:21]=[CH:20][CH:19]=[CH:18][CH:17]=4)=[CH:15][C:6]2=3)[CH2:4][CH2:3][CH2:2]1. (3) Given the product [C@@H:1]12[CH:8]=[CH:7][C@H:6]([C@@H:5]3[C@H:2]1[CH:3]=[CH:4]3)[C@H:11]1[C@@H:10]2[C:9](=[O:15])[O:14][C:12]1=[O:13], predict the reactants needed to synthesize it. The reactants are: [CH:1]1[CH:8]=[CH:7][CH:6]=[CH:5][CH:4]=[CH:3][CH:2]=1.[C:9]1(=[O:15])[O:14][C:12](=[O:13])[CH:11]=[CH:10]1. (4) Given the product [CH2:36]([NH:43][C:8]([C:4]1[S:3][C:2]([Br:1])=[N:6][C:5]=1[CH3:7])=[O:10])[C:37]1[CH:42]=[CH:41][CH:40]=[CH:39][CH:38]=1, predict the reactants needed to synthesize it. The reactants are: [Br:1][C:2]1[S:3][C:4]([C:8]([OH:10])=O)=[C:5]([CH3:7])[N:6]=1.Cl.C(N=C=N)C.C(N(CC)C(C)C)(C)C.ON1C2C=CC=CC=2N=N1.[CH2:36]([NH2:43])[C:37]1[CH:42]=[CH:41][CH:40]=[CH:39][CH:38]=1. (5) Given the product [F:15][C:6]([C:11]([F:14])([F:13])[F:12])([C:7]([F:10])([F:9])[F:8])[CH2:5][CH:4]([C:16]([F:19])([F:18])[F:17])[CH2:3][CH2:2][CH2:24][SH:25], predict the reactants needed to synthesize it. The reactants are: Br[CH2:2][CH2:3][CH:4]([C:16]([F:19])([F:18])[F:17])[CH2:5][C:6]([F:15])([C:11]([F:14])([F:13])[F:12])[C:7]([F:10])([F:9])[F:8].C(O)C.N[C:24](N)=[S:25].[OH-].[Na+]. (6) Given the product [Br:2][C:3]1[CH:8]=[CH:7][C:6]([O:9][CH:12]([CH3:17])[CH3:13])=[C:5]([Cl:10])[CH:4]=1, predict the reactants needed to synthesize it. The reactants are: [Br-].[Br:2][C:3]1[CH:8]=[CH:7][C:6]([OH:9])=[C:5]([Cl:10])[CH:4]=1.Br[C:12]1[CH:17]=CC(O)=C(F)[CH:13]=1.IC(C)C.BrC(CC)C([O-])=O.